The task is: Predict the reactants needed to synthesize the given product.. This data is from Full USPTO retrosynthesis dataset with 1.9M reactions from patents (1976-2016). (1) Given the product [F:28][C:29]1[C:34]([F:35])=[CH:33][CH:32]=[CH:31][C:30]=1[C:36]1[N:44]=[C:39]2[CH:40]=[N:41][N:42]([CH2:17][C:14]3[CH:13]=[CH:12][C:11]([C:8]4[CH:9]=[CH:10][C:5]([O:4][CH2:1][CH2:2][CH3:3])=[CH:6][C:7]=4[C:19]([F:22])([F:21])[F:20])=[CH:16][N:15]=3)[CH:43]=[C:38]2[N:37]=1, predict the reactants needed to synthesize it. The reactants are: [CH2:1]([O:4][C:5]1[CH:10]=[CH:9][C:8]([C:11]2[CH:12]=[CH:13][C:14]([CH2:17]O)=[N:15][CH:16]=2)=[C:7]([C:19]([F:22])([F:21])[F:20])[CH:6]=1)[CH2:2][CH3:3].S([O-])(=O)(=O)C.[F:28][C:29]1[C:34]([F:35])=[CH:33][CH:32]=[CH:31][C:30]=1[C:36]1[N:44]=[C:39]2[CH:40]=[N:41][NH:42][CH:43]=[C:38]2[N:37]=1. (2) The reactants are: [Cl:1][C:2]1[S:6][C:5]([C:7]([NH:9][CH2:10][C@@H:11]2[O:15][C:14](=[O:16])[N:13]([C:17]3[CH:22]=[CH:21][C:20]([N:23]4[CH2:28][CH2:27][O:26][CH2:25][C:24]4=[O:29])=[CH:19][C:18]=3[F:30])[CH2:12]2)=[O:8])=[CH:4][CH:3]=1.[H-].[Na+].[Cl:33][CH2:34][CH2:35][CH2:36][C:37](Cl)=[O:38].[Cl-].[NH4+].Cl. Given the product [Cl:1][C:2]1[S:6][C:5]([C:7]([N:9]([C:37](=[O:38])[CH2:36][CH2:35][CH2:34][Cl:33])[CH2:10][C@@H:11]2[O:15][C:14](=[O:16])[N:13]([C:17]3[CH:22]=[CH:21][C:20]([N:23]4[CH2:28][CH2:27][O:26][CH2:25][C:24]4=[O:29])=[CH:19][C:18]=3[F:30])[CH2:12]2)=[O:8])=[CH:4][CH:3]=1, predict the reactants needed to synthesize it. (3) Given the product [ClH:29].[F:27][C:2]([F:1])([F:28])[C:3]1[CH:4]=[CH:5][C:6]([C:9]2[C:10]3[CH2:17][CH2:16][CH:15]([O:18][CH2:19][C:20]([OH:22])=[O:21])[C:11]=3[CH:12]=[N:13][CH:14]=2)=[CH:7][CH:8]=1, predict the reactants needed to synthesize it. The reactants are: [F:1][C:2]([F:28])([F:27])[C:3]1[CH:8]=[CH:7][C:6]([C:9]2[C:10]3[CH2:17][CH2:16][CH:15]([O:18][CH2:19][C:20]([O:22]C(C)(C)C)=[O:21])[C:11]=3[CH:12]=[N:13][CH:14]=2)=[CH:5][CH:4]=1.[ClH:29].O1CCOCC1. (4) Given the product [CH3:22][CH2:23][CH2:24][CH2:25][CH2:26][CH2:27][CH2:28][CH2:29][CH2:30][CH2:31][CH:1]([OH:21])[CH2:2][CH2:3][CH2:4][CH2:5][CH2:6][CH2:7][CH2:8][CH2:9][CH2:10][CH2:11][CH2:12][CH2:13][CH2:14][CH2:15][CH2:16][CH2:17][CH2:18][CH2:19][CH3:20], predict the reactants needed to synthesize it. The reactants are: [CH:1](=[O:21])[CH2:2][CH2:3][CH2:4][CH2:5][CH2:6][CH2:7][CH2:8][CH2:9][CH2:10][CH2:11][CH2:12][CH2:13][CH2:14][CH2:15][CH2:16][CH2:17][CH2:18][CH2:19][CH3:20].[CH2:22]([Mg]Br)[CH2:23][CH2:24][CH2:25][CH2:26][CH2:27][CH2:28][CH2:29][CH2:30][CH3:31]. (5) Given the product [C:22]([C:18]1[CH:17]=[C:16]([C@H:15]([N:24]([CH3:41])[C:25](=[O:40])[CH2:26][C:27]2[CH:39]=[CH:38][C:30]3[S:31](=[O:37])(=[O:36])[CH2:32][C:33](=[O:35])[NH:34][C:29]=3[CH:28]=2)[CH2:14][N:11]2[CH2:12][CH2:13][C@H:9]([OH:8])[CH2:10]2)[CH:21]=[CH:20][CH:19]=1)#[N:23], predict the reactants needed to synthesize it. The reactants are: [Si]([O:8][C@H:9]1[CH2:13][CH2:12][N:11]([CH2:14][C@@H:15]([N:24]([CH3:41])[C:25](=[O:40])[CH2:26][C:27]2[CH:39]=[CH:38][C:30]3[S:31](=[O:37])(=[O:36])[CH2:32][C:33](=[O:35])[NH:34][C:29]=3[CH:28]=2)[C:16]2[CH:21]=[CH:20][CH:19]=[C:18]([C:22]#[N:23])[CH:17]=2)[CH2:10]1)(C(C)(C)C)(C)C.CCCC[N+](CCCC)(CCCC)CCCC.[F-].